Dataset: Catalyst prediction with 721,799 reactions and 888 catalyst types from USPTO. Task: Predict which catalyst facilitates the given reaction. (1) Reactant: CC[O:3][C:4]([C@H:6]1[CH2:11][C@H:10]([C:12]2[CH:17]=[CH:16][C:15]([O:18][CH3:19])=[CH:14][CH:13]=2)[C@@H:9]([O:20][CH2:21][C:22]2[CH:23]=[CH:24][C:25]3[O:30][CH2:29][CH2:28][N:27]([CH2:31][CH2:32][CH2:33][O:34][CH3:35])[C:26]=3[CH:36]=2)[CH2:8][N:7]1[C:37]([O:39][CH2:40][C:41]1[CH:46]=[CH:45][CH:44]=[CH:43][CH:42]=1)=[O:38])=[O:5].[OH-].[Li+].Cl.CCOC(C)=O.CCCCCCC.C(O)(=O)C. Product: [CH2:40]([O:39][C:37]([N:7]1[CH2:8][C@H:9]([O:20][CH2:21][C:22]2[CH:23]=[CH:24][C:25]3[O:30][CH2:29][CH2:28][N:27]([CH2:31][CH2:32][CH2:33][O:34][CH3:35])[C:26]=3[CH:36]=2)[C@@H:10]([C:12]2[CH:17]=[CH:16][C:15]([O:18][CH3:19])=[CH:14][CH:13]=2)[CH2:11][C@@H:6]1[C:4]([OH:5])=[O:3])=[O:38])[C:41]1[CH:46]=[CH:45][CH:44]=[CH:43][CH:42]=1. The catalyst class is: 364. (2) Reactant: [Cl:1][C:2]1[CH:3]=[C:4]([CH2:9][CH2:10][C:11](OCC)=[O:12])[CH:5]=[CH:6][C:7]=1[F:8].[AlH4-].[Li+].O.[OH-].[Na+]. Product: [Cl:1][C:2]1[CH:3]=[C:4]([CH2:9][CH2:10][CH2:11][OH:12])[CH:5]=[CH:6][C:7]=1[F:8]. The catalyst class is: 28. (3) Reactant: [CH3:1][O:2][C:3]1[C:8]([NH2:9])=[CH:7][C:6]([C:10]2[O:18][C:17]3[C:16]([C:19]4[CH:24]=[C:23]([CH3:25])[C:22]([O:26][CH3:27])=[C:21]([CH3:28])[CH:20]=4)=[CH:15][N:14]=[CH:13][C:12]=3[CH:11]=2)=[CH:5][N:4]=1.C(N(C(C)C)CC)(C)C.[F:38][C:39]1[CH:44]=[C:43]([F:45])[CH:42]=[CH:41][C:40]=1[S:46](Cl)(=[O:48])=[O:47].O. Product: [F:38][C:39]1[CH:44]=[C:43]([F:45])[CH:42]=[CH:41][C:40]=1[S:46]([NH:9][C:8]1[C:3]([O:2][CH3:1])=[N:4][CH:5]=[C:6]([C:10]2[O:18][C:17]3[C:16]([C:19]4[CH:24]=[C:23]([CH3:25])[C:22]([O:26][CH3:27])=[C:21]([CH3:28])[CH:20]=4)=[CH:15][N:14]=[CH:13][C:12]=3[CH:11]=2)[CH:7]=1)(=[O:48])=[O:47]. The catalyst class is: 4. (4) Reactant: CC(=CC)C.P([O-])(O)(O)=O.[K+].Cl([O-])=[O:13].[Na+].[CH3:16][N:17]1[C:21]([O:22][CH2:23][C:24]2[CH:29]=[CH:28][C:27]([C:30]([F:33])([F:32])[F:31])=[CH:26][CH:25]=2)=[C:20]([CH:34]=[O:35])[CH:19]=[N:18]1.Cl. Product: [CH3:16][N:17]1[C:21]([O:22][CH2:23][C:24]2[CH:25]=[CH:26][C:27]([C:30]([F:31])([F:32])[F:33])=[CH:28][CH:29]=2)=[C:20]([C:34]([OH:13])=[O:35])[CH:19]=[N:18]1. The catalyst class is: 371.